Dataset: Forward reaction prediction with 1.9M reactions from USPTO patents (1976-2016). Task: Predict the product of the given reaction. (1) Given the reactants [CH3:1][O:2][C:3]1[CH:8]=[C:7]([C:9]2[CH2:10][CH2:11][N:12]([CH3:15])[CH2:13][CH:14]=2)[C:6]([N+:16]([O-])=O)=[CH:5][C:4]=1[NH:19][C:20]1[N:25]=[C:24]([N:26]2[CH:30]=[C:29]([CH:31]=O)[C:28]([CH3:33])=[N:27]2)[CH:23]=[CH:22][N:21]=1.Cl.[NH:35]1[CH2:38][CH2:37][CH2:36]1, predict the reaction product. The product is: [N:35]1([CH2:31][C:29]2[C:28]([CH3:33])=[N:27][N:26]([C:24]3[CH:23]=[CH:22][N:21]=[C:20]([NH:19][C:4]4[C:3]([O:2][CH3:1])=[CH:8][C:7]([C:9]5[CH2:10][CH2:11][N:12]([CH3:15])[CH2:13][CH:14]=5)=[C:6]([NH:16][C:3](=[O:2])[CH:4]=[CH2:5])[CH:5]=4)[N:25]=3)[CH:30]=2)[CH2:38][CH2:37][CH2:36]1. (2) The product is: [CH2:1]([C:3]1[C:4]2[NH:9][C:10]3[CH:11]=[N:12][N:13]([CH3:18])[C:14]=3[C:15](=[O:17])[C:5]=2[CH:6]=[CH:7][CH:8]=1)[CH3:2]. Given the reactants [CH2:1]([C:3]1[CH:8]=[CH:7][CH:6]=[CH:5][C:4]=1[NH:9][C:10]1[CH:11]=[N:12][N:13]([CH3:18])[C:14]=1[C:15]([OH:17])=O)[CH3:2].FC1C=CC(NC2C=NN(C)C=2C(O)=O)=CC=1, predict the reaction product. (3) Given the reactants C(OC([N:8]1[CH2:39][CH2:38][C:11]2([CH2:15][N:14]([C:16](=[O:37])[C:17]3[CH:22]=[CH:21][C:20]([C:23]4[O:24][C:25]5[C:31]([CH:32]([CH3:34])[CH3:33])=[CH:30][C:29]([C:35]#[N:36])=[CH:28][C:26]=5[N:27]=4)=[CH:19][CH:18]=3)[CH2:13][CH2:12]2)[CH2:10][CH2:9]1)=O)(C)(C)C.FC(F)(F)C(O)=O, predict the reaction product. The product is: [CH2:15]1[C:11]2([CH2:38][CH2:39][NH:8][CH2:9][CH2:10]2)[CH2:12][CH2:13][N:14]1[C:16]([C:17]1[CH:18]=[CH:19][C:20]([C:23]2[O:24][C:25]3[C:31]([CH:32]([CH3:34])[CH3:33])=[CH:30][C:29]([C:35]#[N:36])=[CH:28][C:26]=3[N:27]=2)=[CH:21][CH:22]=1)=[O:37].